This data is from Catalyst prediction with 721,799 reactions and 888 catalyst types from USPTO. The task is: Predict which catalyst facilitates the given reaction. (1) Reactant: [C:1]([O:5][C:6]([N:8]1[CH2:13][CH2:12][CH:11]([CH2:14][CH2:15][OH:16])[CH2:10][CH2:9]1)=[O:7])([CH3:4])([CH3:3])[CH3:2].C(OCC)C. Product: [C:1]([O:5][C:6]([N:8]1[CH2:13][CH2:12][CH:11]([CH2:14][CH:15]=[O:16])[CH2:10][CH2:9]1)=[O:7])([CH3:4])([CH3:3])[CH3:2]. The catalyst class is: 2. (2) Reactant: C(O[C@H:5]1[C@H:10]([N:11]=[C:12]=[S:13])[C@@H:9]([O:14][C:15](=[O:17])[CH3:16])[C@H:8]([O:18][C:19](=[O:21])[CH3:20])[C@@H:7]([CH2:22][O:23][C:24](=[O:26])[CH3:25])[O:6]1)(=O)C.[CH2:27]([O:34][CH2:35][CH2:36][NH2:37])[C:28]1[CH:33]=[CH:32][CH:31]=[CH:30][CH:29]=1.FC(F)(F)C(O)=O.C([O-])(O)=O.[Na+]. Product: [C:19]([O:18][C@@H:8]1[C@@H:7]([CH2:22][O:23][C:24](=[O:26])[CH3:25])[O:6][C@H:5]2[C@H:10]([N:11]=[C:12]([NH:37][CH2:36][CH2:35][O:34][CH2:27][C:28]3[CH:33]=[CH:32][CH:31]=[CH:30][CH:29]=3)[S:13]2)[C@H:9]1[O:14][C:15](=[O:17])[CH3:16])(=[O:21])[CH3:20]. The catalyst class is: 4. (3) Reactant: FC(F)(F)C(O)=O.[CH2:8]([O:10][C:11]([C:13]1[C:14]([C:41]([O:43][CH2:44][CH3:45])=[O:42])=[C:15]([CH2:38][CH2:39][CH3:40])[N:16]2[C:21]=1[C:20]([C:22]1[CH:27]=[CH:26][CH:25]=[CH:24][CH:23]=1)=[CH:19][C:18]([N:28]1[CH2:37][CH2:36][C:31]3(OCC[O:32]3)[CH2:30][CH2:29]1)=[N:17]2)=[O:12])[CH3:9].C([O-])(O)=O.[Na+]. Product: [CH2:8]([O:10][C:11]([C:13]1[C:14]([C:41]([O:43][CH2:44][CH3:45])=[O:42])=[C:15]([CH2:38][CH2:39][CH3:40])[N:16]2[C:21]=1[C:20]([C:22]1[CH:23]=[CH:24][CH:25]=[CH:26][CH:27]=1)=[CH:19][C:18]([N:28]1[CH2:29][CH2:30][C:31](=[O:32])[CH2:36][CH2:37]1)=[N:17]2)=[O:12])[CH3:9]. The catalyst class is: 20. (4) Reactant: [Br:1]Br.[CH3:3][C:4]1([CH3:18])[CH2:13][CH2:12][C:11]2[C:6](=[C:7]([CH3:17])[C:8]([CH3:16])=[C:9]([OH:15])[C:10]=2[CH3:14])[O:5]1. Product: [Br:1][CH2:14][C:10]1[C:9]([OH:15])=[C:8]([CH3:16])[C:7]([CH3:17])=[C:6]2[C:11]=1[CH2:12][CH2:13][C:4]([CH3:18])([CH3:3])[O:5]2. The catalyst class is: 81. (5) Reactant: [C:1]([C:3]1[CH:8]=[CH:7][C:6]([C:9]2[N:13]3[CH:14]=[C:15]([C:18]4[CH:26]=[CH:25][C:21]([C:22](O)=[O:23])=[CH:20][CH:19]=4)[CH:16]=[CH:17][C:12]3=[N:11][CH:10]=2)=[CH:5][CH:4]=1)#[N:2].CN(C(ON1N=NC2C=CC=NC1=2)=[N+](C)C)C.F[P-](F)(F)(F)(F)F.CN1CCOCC1.[N:58]1([C:65]([O:67][C:68]([CH3:71])([CH3:70])[CH3:69])=[O:66])[CH2:64][CH2:63][CH2:62][NH:61][CH2:60][CH2:59]1. Product: [C:1]([C:3]1[CH:4]=[CH:5][C:6]([C:9]2[N:13]3[CH:14]=[C:15]([C:18]4[CH:26]=[CH:25][C:21]([C:22]([N:61]5[CH2:62][CH2:63][CH2:64][N:58]([C:65]([O:67][C:68]([CH3:71])([CH3:70])[CH3:69])=[O:66])[CH2:59][CH2:60]5)=[O:23])=[CH:20][CH:19]=4)[CH:16]=[CH:17][C:12]3=[N:11][CH:10]=2)=[CH:7][CH:8]=1)#[N:2]. The catalyst class is: 18.